Dataset: Catalyst prediction with 721,799 reactions and 888 catalyst types from USPTO. Task: Predict which catalyst facilitates the given reaction. (1) Reactant: C(OC([N:8]1[C:16]2[C:11](=[CH:12][CH:13]=[C:14]([Cl:17])[CH:15]=2)/[C:10](=[CH:18]/[C:19]2[CH:24]=[C:23]([Cl:25])[CH:22]=[CH:21][C:20]=2[O:26][CH2:27][C:28]([C:31]([O:33][CH3:34])=[O:32])([CH3:30])[CH3:29])/[C:9]1=[O:35])=O)(C)(C)C.[F:36][C:37]1[CH:38]=[CH:39][C:40]([CH3:52])=[C:41]([CH:43]=[N:44][C:45]([O:47][Si](C)(C)C)=[CH2:46])[CH:42]=1. Product: [Cl:17][C:14]1[CH:15]=[C:16]2[NH:8][C:9](=[O:35])[C:10]3([CH:18]([C:19]4[CH:24]=[C:23]([Cl:25])[CH:22]=[CH:21][C:20]=4[O:26][CH2:27][C:28]([C:31]([O:33][CH3:34])=[O:32])([CH3:30])[CH3:29])[CH2:46][C:45](=[O:47])[NH:44][CH:43]3[C:41]3[CH:42]=[C:37]([F:36])[CH:38]=[CH:39][C:40]=3[CH3:52])[C:11]2=[CH:12][CH:13]=1. The catalyst class is: 11. (2) Reactant: [NH2:1][C:2]1[C:3]([O:14][CH3:15])=[C:4]([CH:9]=[C:10](Br)[C:11]=1[F:12])[C:5]([O:7][CH3:8])=[O:6].[C:16]1(B(O)O)[CH:21]=[CH:20][CH:19]=[CH:18][CH:17]=1.P([O-])([O-])([O-])=O.[K+].[K+].[K+]. Product: [NH2:1][C:2]1[C:3]([O:14][CH3:15])=[C:4]([C:5]([O:7][CH3:8])=[O:6])[CH:9]=[C:10]([C:16]2[CH:21]=[CH:20][CH:19]=[CH:18][CH:17]=2)[C:11]=1[F:12]. The catalyst class is: 77. (3) Reactant: P(Cl)(Cl)([Cl:3])=O.[C:6]1([C:12]2[C:20]3[C:19](=O)[NH:18][CH:17]=[N:16][C:15]=3[O:14][CH:13]=2)[CH:11]=[CH:10][CH:9]=[CH:8][CH:7]=1.N. Product: [Cl:3][C:19]1[C:20]2[C:12]([C:6]3[CH:11]=[CH:10][CH:9]=[CH:8][CH:7]=3)=[CH:13][O:14][C:15]=2[N:16]=[CH:17][N:18]=1. The catalyst class is: 6. (4) The catalyst class is: 3. Product: [NH2:14][C:13]1[CH:12]=[CH:11][C:5]([C:6]([O:8][CH2:9][CH3:10])=[O:7])=[CH:4][C:3]=1[O:2][CH3:1]. Reactant: [CH3:1][O:2][C:3]1[CH:4]=[C:5]([CH:11]=[CH:12][C:13]=1[N+:14]([O-])=O)[C:6]([O:8][CH2:9][CH3:10])=[O:7].O.[Sn](Cl)(Cl)(Cl)Cl. (5) Reactant: C([O:9][CH2:10][C@H:11]1[S:15][C@@H:14]([N:16]2[CH:31]=[CH:30][C:20]([NH:21]C(=O)C3C=CC=CC=3)=[N:19][C:17]2=[O:18])[CH2:13][O:12]1)(=O)C1C=CC=CC=1. Product: [OH:9][CH2:10][C@H:11]1[S:15][C@@H:14]([N:16]2[CH:31]=[CH:30][C:20]([NH2:21])=[N:19][C:17]2=[O:18])[CH2:13][O:12]1. The catalyst class is: 328.